Dataset: Retrosynthesis with 50K atom-mapped reactions and 10 reaction types from USPTO. Task: Predict the reactants needed to synthesize the given product. (1) Given the product OC(c1ccccc1)c1ccccc1, predict the reactants needed to synthesize it. The reactants are: O=C(c1ccccc1)c1ccccc1. (2) Given the product CC(C)(C)OC(=O)N1CCc2cn(-c3ccc(N4CCCCC4)cc3)nc2CC1, predict the reactants needed to synthesize it. The reactants are: C1CCNCC1.CC(C)(C)OC(=O)N1CCc2cn(-c3ccc(Br)cc3)nc2CC1. (3) Given the product Cc1cn([C@@]2([SiH](c3ccccc3)c3ccccc3)C[C@H](O)[C@@H](COC(C)(C)C)O2)c(=O)n(COCc2ccccc2)c1=O, predict the reactants needed to synthesize it. The reactants are: Cc1cn([C@@]2([SiH](c3ccccc3)c3ccccc3)C[C@H](O)[C@@H](COC(C)(C)C)O2)c(=O)[nH]c1=O.ClCOCc1ccccc1. (4) Given the product COc1cccc(OCc2ccccc2)c1CCN1CCC(n2ccc3ccc(C(N)=O)cc32)CC1, predict the reactants needed to synthesize it. The reactants are: COc1cccc(OCc2ccccc2)c1CC=O.NC(=O)c1ccc2ccn(C3CCNCC3)c2c1. (5) The reactants are: CC(C)Oc1ncc(-c2nc(-c3ccc4c(c3)CCNCC4)no2)cc1Cl.CCOC(=O)CCCBr. Given the product CCOC(=O)CCCN1CCc2ccc(-c3noc(-c4cnc(OC(C)C)c(Cl)c4)n3)cc2CC1, predict the reactants needed to synthesize it. (6) Given the product Cc1cccc(C2(O)c3ccccc3-c3ccccc32)c1, predict the reactants needed to synthesize it. The reactants are: Cc1cccc([Mg+])c1.O=C1c2ccccc2-c2ccccc21.